From a dataset of Forward reaction prediction with 1.9M reactions from USPTO patents (1976-2016). Predict the product of the given reaction. (1) The product is: [Br:1][C:2]1[CH:3]=[C:4]2[C:8](=[CH:9][CH:10]=1)[N:7]([CH2:11][CH2:12][CH2:13][N:23]1[CH2:27][CH2:26][CH2:25][CH2:24]1)[N:6]=[CH:5]2. Given the reactants [Br:1][C:2]1[CH:3]=[C:4]2[C:8](=[CH:9][CH:10]=1)[N:7]([CH2:11][CH2:12][CH2:13]Cl)[N:6]=[CH:5]2.[I-].[K+].C([O-])([O-])=O.[K+].[K+].[NH:23]1[CH2:27][CH2:26][CH2:25][CH2:24]1, predict the reaction product. (2) Given the reactants [F:1][C:2]1[CH:3]=[C:4]([NH2:9])[C:5]([NH2:8])=[CH:6][CH:7]=1.[C:10]([O:14][C:15](O[C:15]([O:14][C:10]([CH3:13])([CH3:12])[CH3:11])=[O:16])=[O:16])([CH3:13])([CH3:12])[CH3:11], predict the reaction product. The product is: [NH2:9][C:4]1[CH:3]=[C:2]([F:1])[CH:7]=[CH:6][C:5]=1[NH:8][C:15](=[O:16])[O:14][C:10]([CH3:13])([CH3:12])[CH3:11]. (3) Given the reactants Br[C:2]1[CH:3]=[C:4]([C:8]2[N:9]=[C:10]([CH:20]([CH3:22])[CH3:21])[NH:11][C:12]=2[C:13]2[CH:18]=[CH:17][CH:16]=[C:15]([CH3:19])[N:14]=2)[CH:5]=[CH:6][CH:7]=1.[F:23][C:24]([F:35])([F:34])[C:25]1[CH:30]=[CH:29][C:28](B(O)O)=[CH:27][CH:26]=1, predict the reaction product. The product is: [CH:20]([C:10]1[NH:11][C:12]([C:13]2[CH:18]=[CH:17][CH:16]=[C:15]([CH3:19])[N:14]=2)=[C:8]([C:4]2[CH:3]=[C:2]([C:28]3[CH:29]=[CH:30][C:25]([C:24]([F:35])([F:34])[F:23])=[CH:26][CH:27]=3)[CH:7]=[CH:6][CH:5]=2)[N:9]=1)([CH3:22])[CH3:21]. (4) The product is: [Br:1][C:2]1[CH:3]=[C:4]2[C:9](=[CH:10][CH:11]=1)[N:8]=[C:7]([Cl:12])[C:6]([CH2:13][O:23][C:19]1[CH:18]=[C:17]([C:16]([F:25])([F:15])[F:24])[N:22]=[CH:21][N:20]=1)=[CH:5]2. Given the reactants [Br:1][C:2]1[CH:3]=[C:4]2[C:9](=[CH:10][CH:11]=1)[N:8]=[C:7]([Cl:12])[C:6]([CH2:13]Cl)=[CH:5]2.[F:15][C:16]([F:25])([F:24])[C:17]1[N:22]=[CH:21][N:20]=[C:19]([OH:23])[CH:18]=1.CCN(C(C)C)C(C)C.[I-].[Na+], predict the reaction product. (5) Given the reactants Cl.[F:2][C:3]1([C:9]([O:11][CH2:12][CH3:13])=[O:10])[CH2:8][CH2:7][NH:6][CH2:5][CH2:4]1.O=[C:15]1[CH2:20][CH2:19][O:18][C:17](=O)[CH2:16]1.CC(O)=O.C(O[BH-](OC(=O)C)OC(=O)C)(=O)C.[Na+], predict the reaction product. The product is: [CH2:12]([O:11][C:9]([C:3]1([F:2])[CH2:4][CH2:5][N:6]([CH:15]2[CH2:20][CH2:19][O:18][CH2:17][CH2:16]2)[CH2:7][CH2:8]1)=[O:10])[CH3:13]. (6) Given the reactants [F:1][C:2]1[CH:3]=[C:4]([CH:7]=[CH:8][C:9]=1[C:10]#[C:11][CH2:12][CH2:13][CH2:14][CH2:15][C:16]1[CH:21]=[CH:20][CH:19]=[CH:18][CH:17]=1)[CH:5]=O.[NH2:22][CH2:23][CH2:24][CH2:25][P:26](=[O:29])([OH:28])[OH:27].[OH-].C([N+](CCCC)(CCCC)CCCC)CCC.[BH4-].[Na+], predict the reaction product. The product is: [F:1][C:2]1[CH:3]=[C:4]([CH:7]=[CH:8][C:9]=1[C:10]#[C:11][CH2:12][CH2:13][CH2:14][CH2:15][C:16]1[CH:21]=[CH:20][CH:19]=[CH:18][CH:17]=1)[CH2:5][NH:22][CH2:23][CH2:24][CH2:25][P:26](=[O:27])([OH:29])[OH:28]. (7) Given the reactants Br[C:2]1[CH:3]=[CH:4][C:5]([F:21])=[C:6]([C@:8]2([CH2:19][F:20])[C@H:14]3[C@:12]([CH2:15][O:16][CH3:17])([CH2:13]3)[S:11][C:10]([NH2:18])=[N:9]2)[CH:7]=1.[N-:22]=[N+]=[N-].[Na+].O=C1O[C@H]([C@H](CO)O)C([O-])=C1O.[Na+].CN[C@@H]1CCCC[C@H]1NC.CP(C)C, predict the reaction product. The product is: [NH2:22][C:2]1[CH:3]=[CH:4][C:5]([F:21])=[C:6]([C@:8]2([CH2:19][F:20])[C@H:14]3[C@:12]([CH2:15][O:16][CH3:17])([CH2:13]3)[S:11][C:10]([NH2:18])=[N:9]2)[CH:7]=1. (8) Given the reactants [C:1]([CH2:4][CH2:5][CH2:6][NH:7][C:8](=[O:43])[C@H:9]([CH3:42])[CH2:10][C@H:11]([OH:41])[C@@H:12]([NH:33]C(OC(C)(C)C)=O)[CH2:13][C@@H:14]([CH:30]([CH3:32])[CH3:31])[CH2:15][C:16]1[CH:21]=[CH:20][C:19]([O:22][CH3:23])=[C:18]([O:24][CH2:25][CH2:26][CH2:27][O:28][CH3:29])[CH:17]=1)(=[O:3])[NH2:2].[ClH:44], predict the reaction product. The product is: [ClH:44].[C:1]([CH2:4][CH2:5][CH2:6][NH:7][C:8](=[O:43])[C@H:9]([CH3:42])[CH2:10][C@H:11]([OH:41])[C@@H:12]([NH2:33])[CH2:13][C@@H:14]([CH:30]([CH3:32])[CH3:31])[CH2:15][C:16]1[CH:21]=[CH:20][C:19]([O:22][CH3:23])=[C:18]([O:24][CH2:25][CH2:26][CH2:27][O:28][CH3:29])[CH:17]=1)(=[O:3])[NH2:2]. (9) Given the reactants [ClH:1].[CH:2]1([C:5](=[O:27])[CH:6]([N:14]2[CH2:19][CH2:18][CH:17]([SH:20])/[C:16](=[CH:21]/[C:22]3[N:23]=[N:24][S:25][CH:26]=3)/[CH2:15]2)[C:7]2[CH:12]=[CH:11][CH:10]=[CH:9][C:8]=2[F:13])[CH2:4][CH2:3]1.[C:28](O)(=[O:34])[CH2:29][CH2:30][C:31]([OH:33])=[O:32].[I-].[K+], predict the reaction product. The product is: [ClH:1].[C:31]([CH2:30][CH2:29][C:28]([S:20][CH:17]1[CH2:18][CH2:19][N:14]([CH:6]([C:7]2[CH:12]=[CH:11][CH:10]=[CH:9][C:8]=2[F:13])[C:5]([CH:2]2[CH2:4][CH2:3]2)=[O:27])[CH2:15]/[C:16]/1=[CH:21]\[C:22]1[N:23]=[N:24][S:25][CH:26]=1)=[O:34])([OH:33])=[O:32]. (10) Given the reactants [CH3:1][C:2]1[CH:3]=[C:4]([C:8]2[C:17]3[C:12](=[CH:13][C:14]([C:18]([O:20]C)=[O:19])=[CH:15][CH:16]=3)[O:11][C:10](=[O:22])[CH:9]=2)[CH:5]=[CH:6][CH:7]=1.[OH-].[Li+], predict the reaction product. The product is: [CH3:1][C:2]1[CH:3]=[C:4]([C:8]2[C:17]3[C:12](=[CH:13][C:14]([C:18]([OH:20])=[O:19])=[CH:15][CH:16]=3)[O:11][C:10](=[O:22])[CH:9]=2)[CH:5]=[CH:6][CH:7]=1.